This data is from Catalyst prediction with 721,799 reactions and 888 catalyst types from USPTO. The task is: Predict which catalyst facilitates the given reaction. (1) Reactant: CCN(C(C)C)C(C)C.[F:10][C:11]1[CH:16]=[CH:15][CH:14]=[CH:13][C:12]=1[C:17]1[NH:21][N:20]=[C:19]([C:22]([OH:24])=O)[CH:18]=1.C1(C2NN=C(C(O)=O)C=2)C=CC=CC=1.FC1C=CC=CC=1C(=O)C.C1C=CC2N(O)N=NC=2C=1.CCN=C=NCCCN(C)C.Cl.Cl.[NH2:72][CH2:73][C:74]([N:76]1[CH2:81][CH2:80][CH:79]([O:82][C:83]2[CH:88]=[CH:87][CH:86]=[C:85]([C:89]([F:92])([F:91])[F:90])[CH:84]=2)[CH2:78][CH2:77]1)=[O:75]. Product: [O:75]=[C:74]([N:76]1[CH2:77][CH2:78][CH:79]([O:82][C:83]2[CH:88]=[CH:87][CH:86]=[C:85]([C:89]([F:92])([F:90])[F:91])[CH:84]=2)[CH2:80][CH2:81]1)[CH2:73][NH:72][C:22]([C:19]1[CH:18]=[C:17]([C:12]2[CH:13]=[CH:14][CH:15]=[CH:16][C:11]=2[F:10])[NH:21][N:20]=1)=[O:24]. The catalyst class is: 18. (2) Reactant: Br[C:2]1[N:7]=[C:6]([CH:8]=[O:9])[CH:5]=[CH:4][CH:3]=1.[F:10][C:11]([F:26])([F:25])[C:12]1[CH:13]=[C:14](B(O)O)[CH:15]=[C:16]([C:18]([F:21])([F:20])[F:19])[CH:17]=1.C(=O)([O-])[O-].[Cs+].[Cs+]. Product: [F:10][C:11]([F:25])([F:26])[C:12]1[CH:13]=[C:14]([C:2]2[N:7]=[C:6]([CH:8]=[O:9])[CH:5]=[CH:4][CH:3]=2)[CH:15]=[C:16]([C:18]([F:19])([F:20])[F:21])[CH:17]=1. The catalyst class is: 12. (3) Reactant: O=C1C2C(=CC=CC=2)C(=O)[N:3]1[CH2:12][CH2:13][CH2:14][CH2:15][S:16]([C:28]1[CH:29]=[C:30]([NH:37][C:38]([N:40]2[CH2:44][CH2:43][CH2:42][CH2:41]2)=[O:39])[CH:31]=[C:32]([N+:34]([O-:36])=[O:35])[CH:33]=1)(=[N:18][S:19]([CH2:22][CH2:23][Si:24]([CH3:27])([CH3:26])[CH3:25])(=[O:21])=[O:20])=[O:17].O.NN.[Cl:48][C:49]1[N:54]=[C:53](Cl)[C:52]([I:56])=[CH:51][N:50]=1. Product: [Cl:48][C:49]1[N:54]=[C:53]([NH:3][CH2:12][CH2:13][CH2:14][CH2:15][S:16]([C:28]2[CH:29]=[C:30]([NH:37][C:38]([N:40]3[CH2:44][CH2:43][CH2:42][CH2:41]3)=[O:39])[CH:31]=[C:32]([N+:34]([O-:36])=[O:35])[CH:33]=2)(=[N:18][S:19]([CH2:22][CH2:23][Si:24]([CH3:26])([CH3:27])[CH3:25])(=[O:21])=[O:20])=[O:17])[C:52]([I:56])=[CH:51][N:50]=1. The catalyst class is: 8. (4) Reactant: B1(C)OC(C2C=CC=CC=2)(C2C=CC=CC=2)[C@H]2N1CCC2.B.C1COCC1.[Cl:28][CH2:29][C:30]([C:32]1[CH:41]=[C:40]([Cl:42])[C:35]2[N:36]=[C:37]([CH3:39])[O:38][C:34]=2[CH:33]=1)=[O:31]. Product: [Cl:28][CH2:29][C@H:30]([C:32]1[CH:41]=[C:40]([Cl:42])[C:35]2[N:36]=[C:37]([CH3:39])[O:38][C:34]=2[CH:33]=1)[OH:31]. The catalyst class is: 1. (5) Reactant: Cl[C:2]1[N:7]=[C:6]([Cl:8])[N:5]=[CH:4][N:3]=1.[CH3:9][O:10][C:11](=[O:19])[C:12]1[CH:17]=[CH:16][C:15]([NH2:18])=[CH:14][CH:13]=1.CCN(C(C)C)C(C)C. Product: [Cl:8][C:6]1[N:5]=[CH:4][N:3]=[C:2]([NH:18][C:15]2[CH:14]=[CH:13][C:12]([C:11]([O:10][CH3:9])=[O:19])=[CH:17][CH:16]=2)[N:7]=1. The catalyst class is: 10. (6) Reactant: [CH2:1]([N:5]1[C:13]([N:14]2[CH2:19][CH2:18][NH:17][C@@H:16]([CH3:20])[CH2:15]2)=[N:12][C:11]2[C:6]1=[N:7][C:8]([C:27]1[CH:28]=[N:29][C:30]([NH2:33])=[N:31][CH:32]=1)=[N:9][C:10]=2[N:21]1[CH2:26][CH2:25][O:24][CH2:23][CH2:22]1)[CH:2]([CH3:4])[CH3:3].C1(N=C=NC2CCCCC2)CCCCC1.ON1C2C=CC=CC=2N=N1.[OH:59][C@@H:60]([CH3:65])[CH2:61][C:62](O)=[O:63]. Product: [NH2:33][C:30]1[N:31]=[CH:32][C:27]([C:8]2[N:7]=[C:6]3[C:11]([N:12]=[C:13]([N:14]4[CH2:19][CH2:18][N:17]([C:62](=[O:63])[CH2:61][C@@H:60]([OH:59])[CH3:65])[C@@H:16]([CH3:20])[CH2:15]4)[N:5]3[CH2:1][CH:2]([CH3:4])[CH3:3])=[C:10]([N:21]3[CH2:26][CH2:25][O:24][CH2:23][CH2:22]3)[N:9]=2)=[CH:28][N:29]=1. The catalyst class is: 9. (7) Reactant: [N:1]1([C:7]([C:9]2[C:14]([C:15]3[CH:16]=[CH:17][C:18]4[C:19]5[N:33](C6CCCCO6)[N:32]=[CH:31][C:20]=5[C:21](=[O:30])[N:22]([CH2:25][C:26]([F:29])([F:28])[F:27])[C:23]=4[CH:24]=3)=[CH:13][CH:12]=[CH:11][N:10]=2)=[O:8])[CH2:6][CH2:5][O:4][CH2:3][CH2:2]1.N1(C(C2C(C3C=CC4C5NN(C6CCCCO6)CC=5C(=O)N(CC(F)(F)F)C=4C=3)=CC=CN=2)=O)CCOCC1.[ClH:79]. Product: [ClH:79].[N:1]1([C:7]([C:9]2[C:14]([C:15]3[CH:16]=[CH:17][C:18]4[C:19]5[NH:33][N:32]=[CH:31][C:20]=5[C:21](=[O:30])[N:22]([CH2:25][C:26]([F:27])([F:29])[F:28])[C:23]=4[CH:24]=3)=[CH:13][CH:12]=[CH:11][N:10]=2)=[O:8])[CH2:6][CH2:5][O:4][CH2:3][CH2:2]1. The catalyst class is: 6. (8) Reactant: S(Cl)(Cl)=O.[N:5]1([C:10]2[CH:34]=[CH:33][C:13]([CH2:14][N:15]3[CH:23]=[C:22]4[C:17]([N:18]=[C:19]([NH:26][C@@H:27]5[CH2:31][CH2:30][CH2:29][C@H:28]5O)[N:20]([CH3:25])[C:21]4=[O:24])=[N:16]3)=[CH:12][CH:11]=2)[CH:9]=[CH:8][CH:7]=[N:6]1. Product: [CH3:25][N:20]1[C:21](=[O:24])[C:22]2=[CH:23][N:15]([CH2:14][C:13]3[CH:12]=[CH:11][C:10]([N:5]4[CH:9]=[CH:8][CH:7]=[N:6]4)=[CH:34][CH:33]=3)[N:16]=[C:17]2[N:18]2[C@H:31]3[CH2:30][CH2:29][CH2:28][C@H:27]3[N:26]=[C:19]12. The catalyst class is: 3.